Dataset: HIV replication inhibition screening data with 41,000+ compounds from the AIDS Antiviral Screen. Task: Binary Classification. Given a drug SMILES string, predict its activity (active/inactive) in a high-throughput screening assay against a specified biological target. (1) The molecule is CCN1CC2(C)CCC(OCc3ccccc3)C34C5CC6CCC(O)(C(CC23)C14)C5C6OCc1ccccc1. The result is 0 (inactive). (2) The compound is O=C(O)CCC(=O)c1ccc2c(c1)C(C(=O)O)CC2. The result is 0 (inactive). (3) The drug is Cc1cn(C2COC(C)(CO)O2)c(=O)[nH]c1=O. The result is 0 (inactive). (4) The compound is Nc1nc(O)c2c(ncn2CC(O)COC(=O)c2ccccc2)n1. The result is 0 (inactive). (5) The drug is CNC(=O)CCNC(=O)CCC(=O)N(C)C. The result is 0 (inactive). (6) The compound is Nc1ccc(C(=O)NN2C(=O)C(Cl)C2c2cccc(O)c2)cc1. The result is 0 (inactive). (7) The molecule is CC(C)N1CC(=O)N2CSCC2C1=O. The result is 0 (inactive).